From a dataset of Catalyst prediction with 721,799 reactions and 888 catalyst types from USPTO. Predict which catalyst facilitates the given reaction. Reactant: [CH2:1]([C@H:8]([NH:29][C:30](=[O:40])[O:31][C@@H:32]1[C@H:39]2[C@H:35]([O:36][CH2:37][CH2:38]2)[O:34][CH2:33]1)[C@@H:9]([OH:28])[CH:10]([NH:17][S:18]([C:21]1[CH:26]=[CH:25][C:24]([OH:27])=[CH:23][CH:22]=1)(=[O:20])=[O:19])[O:11][CH:12]1[CH2:16][CH2:15][CH2:14][CH2:13]1)[C:2]1[CH:7]=[CH:6][CH:5]=[CH:4][CH:3]=1.Br[CH:42]([CH3:44])[CH3:43].C(=O)([O-])[O-].[K+].[K+]. Product: [CH2:1]([C@H:8]([NH:29][C:30](=[O:40])[O:31][C@@H:32]1[C@H:39]2[C@H:35]([O:36][CH2:37][CH2:38]2)[O:34][CH2:33]1)[C@@H:9]([OH:28])[CH:10]([NH:17][S:18]([C:21]1[CH:26]=[CH:25][C:24]([O:27][CH:42]([CH3:44])[CH3:43])=[CH:23][CH:22]=1)(=[O:20])=[O:19])[O:11][CH:12]1[CH2:13][CH2:14][CH2:15][CH2:16]1)[C:2]1[CH:7]=[CH:6][CH:5]=[CH:4][CH:3]=1. The catalyst class is: 639.